This data is from Forward reaction prediction with 1.9M reactions from USPTO patents (1976-2016). The task is: Predict the product of the given reaction. The product is: [Si:1]([O:8][CH2:9][C@H:10]1[CH2:14][C@@H:13]([N:15]2[C:16](=[O:25])[C:17]3[C:22](=[CH:21][CH:20]=[CH:19][CH:18]=3)[C:23]2=[O:24])[C@H:12]([O:26][CH3:27])[C@@H:11]1[O:28][Si:38]([C:35]([CH3:37])([CH3:36])[CH3:34])([C:45]1[CH:46]=[CH:47][CH:48]=[CH:49][CH:50]=1)[C:39]1[CH:44]=[CH:43][CH:42]=[CH:41][CH:40]=1)([C:4]([CH3:7])([CH3:6])[CH3:5])([CH3:3])[CH3:2]. Given the reactants [Si:1]([O:8][CH2:9][C@H:10]1[CH2:14][C@@H:13]([N:15]2[C:23](=[O:24])[C:22]3[C:17](=[CH:18][CH:19]=[CH:20][CH:21]=3)[C:16]2=[O:25])[C@H:12]([O:26][CH3:27])[C@@H:11]1[OH:28])([C:4]([CH3:7])([CH3:6])[CH3:5])([CH3:3])[CH3:2].N1C=CN=C1.[CH3:34][C:35]([Si:38](Cl)([C:45]1[CH:50]=[CH:49][CH:48]=[CH:47][CH:46]=1)[C:39]1[CH:44]=[CH:43][CH:42]=[CH:41][CH:40]=1)([CH3:37])[CH3:36], predict the reaction product.